Dataset: NCI-60 drug combinations with 297,098 pairs across 59 cell lines. Task: Regression. Given two drug SMILES strings and cell line genomic features, predict the synergy score measuring deviation from expected non-interaction effect. Drug 1: CC1=C2C(C(=O)C3(C(CC4C(C3C(C(C2(C)C)(CC1OC(=O)C(C(C5=CC=CC=C5)NC(=O)C6=CC=CC=C6)O)O)OC(=O)C7=CC=CC=C7)(CO4)OC(=O)C)O)C)OC(=O)C. Drug 2: CC1=C(C(=CC=C1)Cl)NC(=O)C2=CN=C(S2)NC3=CC(=NC(=N3)C)N4CCN(CC4)CCO. Cell line: OVCAR-5. Synergy scores: CSS=9.69, Synergy_ZIP=-5.09, Synergy_Bliss=0.850, Synergy_Loewe=1.56, Synergy_HSA=1.87.